Dataset: Forward reaction prediction with 1.9M reactions from USPTO patents (1976-2016). Task: Predict the product of the given reaction. (1) Given the reactants [CH:1]([C:3]1[C:12]2[C:6]([CH:7]=[CH:8][CH:9]=[CH:10][CH:11]=2)=[CH:5][CH:4]=1)=O.[NH:13]1[C:21]2[C:16](=[CH:17][CH:18]=[CH:19][CH:20]=2)[CH2:15][C:14]1=[O:22].N1CCCC1, predict the reaction product. The product is: [C:3]1([CH:1]=[C:15]2[C:16]3[C:21](=[CH:20][CH:19]=[CH:18][CH:17]=3)[NH:13][C:14]2=[O:22])[C:12]2[C:6]([CH:7]=[CH:8][CH:9]=[CH:10][CH:11]=2)=[CH:5][CH:4]=1. (2) Given the reactants C(OC([N:8]1[CH2:13][CH2:12][N:11]([CH2:14][CH2:15][N:16]2[CH:21]=[CH:20][CH:19]=[C:18]([C:22]3[CH:30]=[CH:29][C:25]([C:26]([OH:28])=O)=[CH:24][CH:23]=3)[C:17]2=[O:31])[CH2:10][CH2:9]1)=O)(C)(C)C.ON1C2C=CC=CC=2N=N1.Cl.CN(C)CCCN=C=NCC.[NH2:54][C:55]1[C:70]([OH:71])=[CH:69][CH:68]=[CH:67][C:56]=1[C:57]([NH:59][C:60]1[CH:65]=[CH:64][C:63]([Cl:66])=[CH:62][N:61]=1)=[O:58], predict the reaction product. The product is: [Cl:66][C:63]1[CH:64]=[CH:65][C:60]([NH:59][C:57](=[O:58])[C:56]2[CH:67]=[CH:68][CH:69]=[C:70]([OH:71])[C:55]=2[NH:54][C:26](=[O:28])[C:25]2[CH:24]=[CH:23][C:22]([C:18]3[C:17](=[O:31])[N:16]([CH2:15][CH2:14][N:11]4[CH2:12][CH2:13][NH:8][CH2:9][CH2:10]4)[CH:21]=[CH:20][CH:19]=3)=[CH:30][CH:29]=2)=[N:61][CH:62]=1. (3) The product is: [Cl:37][C:38]1[CH:43]=[C:42]([C:2]2[CH:3]=[C:4]3[C:9](=[CH:10][CH:11]=2)[N:8]=[CH:7][C:6]([C:12](=[O:15])[CH2:13][CH3:14])=[C:5]3[NH:16][C:17]2[CH:18]=[CH:19][C:20]([N:23]3[CH2:28][CH2:27][CH2:26][CH:25]([NH:29][C:30](=[O:36])[O:31][C:32]([CH3:35])([CH3:34])[CH3:33])[CH2:24]3)=[N:21][CH:22]=2)[CH:41]=[C:40]([F:53])[C:39]=1[OH:54]. Given the reactants Br[C:2]1[CH:3]=[C:4]2[C:9](=[CH:10][CH:11]=1)[N:8]=[CH:7][C:6]([C:12](=[O:15])[CH2:13][CH3:14])=[C:5]2[NH:16][C:17]1[CH:18]=[CH:19][C:20]([N:23]2[CH2:28][CH2:27][CH2:26][CH:25]([NH:29][C:30](=[O:36])[O:31][C:32]([CH3:35])([CH3:34])[CH3:33])[CH2:24]2)=[N:21][CH:22]=1.[Cl:37][C:38]1[CH:43]=[C:42](B2OC(C)(C)C(C)(C)O2)[CH:41]=[C:40]([F:53])[C:39]=1[OH:54], predict the reaction product. (4) The product is: [CH3:1][C:2]1[CH:7]=[C:6]([C:8]2[CH:13]=[CH:12][CH:11]=[C:10]([CH3:14])[N:9]=2)[CH:5]=[CH:4][C:3]=1[C:15]1[C:26](=[O:27])[N:25]([CH2:35][C:36]([N:38]2[CH2:43][CH2:42][N:41]([C:44]([O:46][C:47]([CH3:50])([CH3:49])[CH3:48])=[O:45])[CH2:40][CH2:39]2)=[O:37])[C:18]2[N:19]=[C:20]([S:23][CH3:24])[N:21]=[CH:22][C:17]=2[CH:16]=1. Given the reactants [CH3:1][C:2]1[CH:7]=[C:6]([C:8]2[CH:13]=[CH:12][CH:11]=[C:10]([CH3:14])[N:9]=2)[CH:5]=[CH:4][C:3]=1[C:15]1[C:26](=[O:27])[NH:25][C:18]2[N:19]=[C:20]([S:23][CH3:24])[N:21]=[CH:22][C:17]=2[CH:16]=1.CC([O-])(C)C.[K+].Cl[CH2:35][C:36]([N:38]1[CH2:43][CH2:42][N:41]([C:44]([O:46][C:47]([CH3:50])([CH3:49])[CH3:48])=[O:45])[CH2:40][CH2:39]1)=[O:37], predict the reaction product. (5) Given the reactants [CH3:1][O:2][C:3](=[O:16])[C@@H:4]([N:6]1[CH:10]=[CH:9][C:8]([C:11](=[O:15])[CH:12]([CH3:14])[CH3:13])=[CH:7]1)[CH3:5].[CH3:17][C:18]1[O:22][C:21]([C:23]2[CH:28]=[CH:27][CH:26]=[CH:25][CH:24]=2)=[N:20][C:19]=1[CH2:29][CH2:30][OH:31], predict the reaction product. The product is: [CH3:1][O:2][C:3](=[O:16])[C@@H:4]([N:6]1[CH:10]=[CH:9][C:8]([C:11](=[O:15])[CH:12]([CH3:13])[CH3:14])=[CH:7]1)[CH2:5][C:23]1[CH:28]=[CH:27][C:26]([O:31][CH2:30][CH2:29][C:19]2[N:20]=[C:21]([C:23]3[CH:28]=[CH:27][CH:26]=[CH:25][CH:24]=3)[O:22][C:18]=2[CH3:17])=[CH:25][CH:24]=1. (6) The product is: [ClH:24].[N:10]1[CH:9]=[CH:8][N:7]=[C:6]2[CH2:5][NH:4][CH:13]([C:14]([OH:16])=[O:15])[CH2:12][C:11]=12. Given the reactants C([N:4]1[C:13](C(OCC)=O)([C:14]([O:16]CC)=[O:15])[CH2:12][C:11]2[C:6](=[N:7][CH:8]=[CH:9][N:10]=2)[CH2:5]1)(=O)C.[ClH:24], predict the reaction product. (7) Given the reactants [Cl:1][C:2]1[N:7]=[C:6]([N:8]([CH3:29])[C:9]2[CH:28]=[CH:27][C:12]3[N:13]([CH3:26])[C:14]([NH:16][CH2:17][C:18]4[CH:23]=[CH:22][C:21]([O:24][CH3:25])=[CH:20][CH:19]=4)=[N:15][C:11]=3[CH:10]=2)[CH:5]=[CH:4][N:3]=1.[CH3:30][S:31]([CH2:34][C:35]1[CH:41]=[CH:40][C:38]([NH2:39])=[CH:37][CH:36]=1)(=[O:33])=[O:32], predict the reaction product. The product is: [ClH:1].[CH3:30][S:31]([CH2:34][C:35]1[CH:41]=[CH:40][C:38]([NH:39][C:2]2[N:7]=[C:6]([N:8]([CH3:29])[C:9]3[CH:28]=[CH:27][C:12]4[N:13]([CH3:26])[C:14]([NH:16][CH2:17][C:18]5[CH:19]=[CH:20][C:21]([O:24][CH3:25])=[CH:22][CH:23]=5)=[N:15][C:11]=4[CH:10]=3)[CH:5]=[CH:4][N:3]=2)=[CH:37][CH:36]=1)(=[O:32])=[O:33].